Dataset: Forward reaction prediction with 1.9M reactions from USPTO patents (1976-2016). Task: Predict the product of the given reaction. Given the reactants [Br:1][C:2]1[CH:7]=[CH:6][C:5]([CH2:8]O)=[CH:4][C:3]=1[CH3:10].C(Br)(Br)(Br)[Br:12].C1C=CC(P(C2C=CC=CC=2)C2C=CC=CC=2)=CC=1, predict the reaction product. The product is: [Br:1][C:2]1[CH:7]=[CH:6][C:5]([CH2:8][Br:12])=[CH:4][C:3]=1[CH3:10].